This data is from Catalyst prediction with 721,799 reactions and 888 catalyst types from USPTO. The task is: Predict which catalyst facilitates the given reaction. (1) The catalyst class is: 62. Reactant: FC(F)(F)C([O:5][CH:6]1[CH2:11][CH2:10][CH:9]([CH2:12][C:13]2[N:18]3[N:19]=[C:20]([NH2:22])[N:21]=[C:17]3[CH:16]=[CH:15][CH:14]=2)[CH2:8][CH2:7]1)=O.C1(P(C2C=CC=CC=2)C2C3OC4C(=CC=CC=4P(C4C=CC=CC=4)C4C=CC=CC=4)C(C)(C)C=3C=CC=2)C=CC=CC=1.CC(C)([O-])C.[Na+].Br[C:74]1[CH:79]=[CH:78][C:77]([C:80](=[O:82])[CH3:81])=[C:76]([F:83])[CH:75]=1. Product: [F:83][C:76]1[CH:75]=[C:74]([NH:22][C:20]2[N:21]=[C:17]3[CH:16]=[CH:15][CH:14]=[C:13]([CH2:12][CH:9]4[CH2:8][CH2:7][CH:6]([OH:5])[CH2:11][CH2:10]4)[N:18]3[N:19]=2)[CH:79]=[CH:78][C:77]=1[C:80](=[O:82])[CH3:81]. (2) Reactant: [CH2:1]([O:3][C:4]1[CH:9]=[CH:8][CH:7]=[CH:6][C:5]=1[N:10]1[C:14]([NH2:15])=[CH:13][C:12]([CH3:16])=[N:11]1)[CH3:2].[CH3:17][O:18][C:19](=[O:29])[C:20]1[CH:25]=[C:24]([O:26][CH3:27])[CH:23]=[CH:22][C:21]=1Br.P([O-])([O-])([O-])=O.[K+].[K+].[K+]. Product: [CH3:17][O:18][C:19](=[O:29])[C:20]1[CH:25]=[C:24]([O:26][CH3:27])[CH:23]=[CH:22][C:21]=1[NH:15][C:14]1[N:10]([C:5]2[CH:6]=[CH:7][CH:8]=[CH:9][C:4]=2[O:3][CH2:1][CH3:2])[N:11]=[C:12]([CH3:16])[CH:13]=1. The catalyst class is: 164. (3) Reactant: [CH3:1][O:2][C:3]1[C:11]([O:12][CH3:13])=[CH:10][CH:9]=[CH:8][C:4]=1[C:5]([OH:7])=O.[CH2:14]([NH2:18])[CH2:15][CH2:16][CH3:17].Cl.C(N=C=NCCCN(C)C)C. Product: [CH2:14]([NH:18][C:5](=[O:7])[C:4]1[CH:8]=[CH:9][CH:10]=[C:11]([O:12][CH3:13])[C:3]=1[O:2][CH3:1])[CH2:15][CH2:16][CH3:17]. The catalyst class is: 64. (4) Reactant: [Cl:1][C:2]1[CH:3]=[N+:4]([O-:27])[CH:5]=[C:6]([Cl:26])[C:7]=1[CH2:8][C@@H:9]([C:11]1[CH:16]=[CH:15][C:14]([O:17][CH:18]([F:20])[F:19])=[C:13]([O:21][CH2:22][CH:23]2[CH2:25][CH2:24]2)[CH:12]=1)[OH:10].[N+:28]([C:31]1[CH:36]=[CH:35][C:34]([S:37]([N:40]2[CH:44]=[CH:43][CH:42]=[C:41]2[C:45](O)=[O:46])(=[O:39])=[O:38])=[CH:33][CH:32]=1)([O-:30])=[O:29].C(Cl)CCl. Product: [Cl:1][C:2]1[CH:3]=[N+:4]([O-:27])[CH:5]=[C:6]([Cl:26])[C:7]=1[CH2:8][C@@H:9]([C:11]1[CH:16]=[CH:15][C:14]([O:17][CH:18]([F:20])[F:19])=[C:13]([O:21][CH2:22][CH:23]2[CH2:25][CH2:24]2)[CH:12]=1)[O:10][C:45]([C:41]1[N:40]([S:37]([C:34]2[CH:35]=[CH:36][C:31]([N+:28]([O-:30])=[O:29])=[CH:32][CH:33]=2)(=[O:38])=[O:39])[CH:44]=[CH:43][CH:42]=1)=[O:46]. The catalyst class is: 79. (5) The catalyst class is: 9. Product: [Cl:1][C:2]1[CH:3]=[C:4]([C:9]2([C:22]([F:23])([F:25])[F:24])[O:13][N:12]=[C:11]([C:14]3[CH:15]=[CH:16][C:17]([CH3:21])=[C:18]([NH:19][C:26](=[O:33])[C:27]4[CH:32]=[CH:31][CH:30]=[CH:29][CH:28]=4)[CH:20]=3)[CH2:10]2)[CH:5]=[C:6]([Cl:8])[CH:7]=1. Reactant: [Cl:1][C:2]1[CH:3]=[C:4]([C:9]2([C:22]([F:25])([F:24])[F:23])[O:13][N:12]=[C:11]([C:14]3[CH:15]=[CH:16][C:17]([CH3:21])=[C:18]([CH:20]=3)[NH2:19])[CH2:10]2)[CH:5]=[C:6]([Cl:8])[CH:7]=1.[C:26](O)(=[O:33])[C:27]1[CH:32]=[CH:31][CH:30]=[CH:29][CH:28]=1.Cl.C(N(CC)CCCN=C=NCC)C.C(=O)([O-])O.[Na+]. (6) Reactant: [F:1][C:2]1[CH:3]=[C:4]([C:9]([NH:19][CH2:20][C:21]2[CH:22]=[N:23][C:24]3[C:29]([CH:30]=2)=[CH:28][C:27]2[CH2:31][C@:32]4([CH2:42][C:26]=2[CH:25]=3)[C:40]2[C:35](=[N:36][CH:37]=[CH:38][CH:39]=2)[NH:34][C:33]4=[O:41])([CH3:18])[CH2:10][NH:11][C:12]([CH3:17])([C:14](O)=[O:15])[CH3:13])[CH:5]=[C:6]([F:8])[CH:7]=1.C(Cl)CCl.CCN(C(C)C)C(C)C. Product: [NH4+:11].[OH-:15].[F:1][C:2]1[CH:3]=[C:4]([C@:9]2([CH3:18])[CH2:10][NH:11][C:12]([CH3:17])([CH3:13])[C:14](=[O:15])[N:19]2[CH2:20][C:21]2[CH:22]=[N:23][C:24]3[C:29]([CH:30]=2)=[CH:28][C:27]2[CH2:31][C@:32]4([CH2:42][C:26]=2[CH:25]=3)[C:40]2[C:35](=[N:36][CH:37]=[CH:38][CH:39]=2)[NH:34][C:33]4=[O:41])[CH:5]=[C:6]([F:8])[CH:7]=1. The catalyst class is: 634.